The task is: Binary Classification. Given two protein amino acid sequences, predict whether they physically interact or not.. This data is from Human Reference Interactome with 51,813 positive PPI pairs across 8,248 proteins, plus equal number of experimentally-validated negative pairs. (1) Protein 1 (ENSG00000119574) has sequence MAAAEAVHHIHLQNFSRSLLETLNGQRLGGHFCDVTVRIREASLRAHRCVLAAGSPFFQDKLLLGHSEIRVPPVVPAQTVRQLVEFLYSGSLVVAQGEALQVLTAASVLRIQTVIDECTQIIARARAPGTSAPTPLPTPVPPPLAPAQLRHRLRHLLAARPPGHPGAAHSRKQRQPARLQLPAPPTPAKAEGPDADPSLSAAPDDRGDEDDEESDDETDGEDGEGGGPGEGQAPPSFPDCAAGFLTAAADSACEEPPAPTGLADYSGAGRDFLRGAGSAEDVFPDSYVSTWHDEDGAVPE.... Protein 2 (ENSG00000166426) has sequence MPNFAGTWKMRSSENFDELLKALGVNAMLRKVAVAAASKPHVEIRQDGDQFYIKTSTTVRTTEINFKVGEGFEEETVDGRKCRSLATWENENKIHCTQTLLEGDGPKTYWTRELANDELILTFGADDVVCTRIYVRE*XDELLKALGVNAMLRKVAVAAASKPHVEIRQDGDQFYIKTSTTVRTTEINFKVGEGFEEETVDGRKCRVRPQSHYSVPVSPLGAHGPLLLEEPVSPFAACGAPSLQEFSHLGE*. Result: 0 (the proteins do not interact). (2) Protein 1 (ENSG00000143436) has sequence MAAPVVTAPGRALLRAGAGRLLRGGVQELLRPRHEGNAPDLACNFSLSQNRGTVIVERWWKVPLAGEGRKPRLHRRHRVYKLVEDTKHRPKENLELILTQSVENVGVRGDLVSVKKSLGRNRLLPQGLAVYASPENKKLFEEEKLLRQEGKLEKIQTKAGEALGVVVAPHTLKLPEEPITRWGEYWCEVTVNGLDTVRVPMSVVNFEKPKTKRYKYWLAQQAAKAMAPTSPQI*MAAPVVTAPGRALLRAGAGRLLRGGVQELLRPRHEGNAPDLACNFSLSQNRGTVIVERWWKVPLAG.... Protein 2 (ENSG00000148110) has sequence MSVEPPPELEEKAASEPEAGAMPEKRAGAQAAGSTWLQGFGRPSVYHAAIVIFLEFFAWGLLTTPMLTVLHETFSQHTFLMNGLIQGVKGLLSFLSAPLIGALSDVWGRKPFLLGTVFFTCFPIPLMRISPWWYFAMISVSGVFSVTFSVIFAYVADVTQEHERSTAYGWVSATFAASLVSSPAIGAYLSASYGDSLVVLVATVVALLDICFILVAVPESLPEKMRPVSWGAQISWKQADPFASLKKVGKDSTVLLICITVFLSYLPEAGQYSSFFLYLRQVIGFGSVKIAAFIAMVGIL.... Result: 0 (the proteins do not interact). (3) Protein 1 (ENSG00000186049) has sequence MSRQFTYKSGAAAKGGFSGCSAVLSGGSSSSYRAGGKGLSGGFSSRSLYSLGGARSISFNVASGSGWAGGYGFGRGRASGFAGSMFGSVALGSVCPSLCPPGGIHQVTINKSLLAPLNVELDPEIQKVRAQEREQIKVLNNKFASFIDKVRFLEQQNQVLETKWELLQQLDLNNCKNNLEPILEGYISNLRKQLETLSGDRVRLDSELRSVREVVEDYKKRYEEEINKRTTAENEFVVLKKDVDAAYTSKVELQAKVDALDGEIKFFKCLYEGETAQIQSHISDTSIILSMDNNRNLDLD.... Protein 2 (ENSG00000107874) has sequence MELERIVSAALLAFVQTHLPEADLSGLDEVIFSYVLGVLEDLGPSGPSEENFDMEAFTEMMEAYVPGFAHIPRGTIGDMMQKLSGQLSDARNKENLQPQSSGVQGQVPISPEPLQRPEMLKEETRSSAAAAADTQDEATGAEEELLPGVDVLLEVFPTCSVEQAQWVLAKARGDLEEAVQMLVEGKEEGPAAWEGPNQDLPRRLRGPQKDELKSFILQKYMMVDSAEDQKIHRPMAPKEAPKKLIRYIDNQVVSTKGERFKDVRNPEAEEMKATYINLKPARKYRFH*. Result: 0 (the proteins do not interact). (4) Protein 1 (ENSG00000165030) has sequence MQLRKMQTVKKEQASLDASSNVDKMMVLNSALTEVSEDSTTGEELLLSEGSVGKNKSSACRRKREFIPDEKKDAMYWEKRRKNNEAAKRSREKRRLNDLVLENKLIALGEENATLKAELLSLKLKFGLISSTAYAQEIQKLSNSTAVYFQDYQTSKSNVSSFVDEHEPSMVSSSCISVIKHSPQSSLSDVSEVSSVEHTQESSVQGSCRSPENKFQIIKQEPMELESYTREPRDDRGSYTASIYQNYMGNSFSGYSHSPPLLQVNRSSSNSPRTSETDDGVVGKSSDGEDEQQVPKGPIH.... Protein 2 (ENSG00000117592) has sequence MPGGLLLGDVAPNFEANTTVGRIRFHDFLGDSWGILFSHPRDFTPVCTTELGRAAKLAPEFAKRNVKLIALSIDSVEDHLAWSKDINAYNCEEPTEKLPFPIIDDRNRELAILLGMLDPAEKDEKGMPVTARVVFVFGPDKKLKLSILYPATTGRNFDEILRVVISLQLTAEKRVATPVDWKDGDSVMVLPTIPEEEAKKLFPKGVFTKELPSGKKYLRYTPQP*. Result: 0 (the proteins do not interact). (5) Protein 1 (ENSG00000131408) has sequence MSSPTTSSLDTPLPGNGPPQPGAPSSSPTVKEEGPEPWPGGPDPDVPGTDEASSACSTDWVIPDPEEEPERKRKKGPAPKMLGHELCRVCGDKASGFHYNVLSCEGCKGFFRRSVVRGGARRYACRGGGTCQMDAFMRRKCQQCRLRKCKEAGMREQCVLSEEQIRKKKIRKQQQESQSQSQSPVGPQGSSSSASGPGASPGGSEAGSQGSGEGEGVQLTAAQELMIQQLVAAQLQCNKRSFSDQPKVTPWPLGADPQSRDARQQRFAHFTELAIISVQEIVDFAKQVPGFLQLGREDQI.... Protein 2 (ENSG00000173486) has sequence MRLSWFRVLTVLSICLSAVATATGAEGKRKLQIGVKKRVDHCPIKSRKGDVLHMHYTGKLEDGTEFDSSLPQNQPFVFSLGTGQVIKGWDQGLLGMCEGEKRKLVIPSELGYGERGAPPKIPGGATLVFEVELLKIERRTEL*MRLSWFRVLTVLSICLSAVATATGAEGKRKLQIGVKKRVDHCPIKSRKGDVLHMHYTGKLEDGTEFDSSLPQNQPFVFSLGTGQVIKGWDQGLLGMCEGEKRMAPGVLAGVVSVVAGLGDAVGRELHRERDMRLSWFRVLTVLSICLSAVATATGAE.... Result: 0 (the proteins do not interact). (6) Protein 1 (ENSG00000120262) has sequence MSLDCTSHIALGAASPAPEETYDHLSEVPVTREQLNHYRNVAQNARSELAATLVKFECAQSELQDLRSKMLSKEVSCQELKAEMESYKENNARKSSLLTSLRDRVQELEEESAALSTSKIRTEITAHAAIKENQELKKKVVELNEKLQKCSKENEENKKQVSKNCRKHEEFLTQLRDCLDPDERNDKASDEDLILKLRDLRKENEFVKGQIVILEETINVHEMEAKASRETIMRLASEVNREQKKAASCTEEKEKLNQDLLSAVEAKEALEREVKIFQERLLAGQQVWDASKQEVSLLKK.... Protein 2 (ENSG00000134453) has sequence MSLYDDLGVETSDSKTEGWSKNFKLLQSQLQVKKAALTQAKSQRTKQSTVLAPVIDLKRGGSSDDRQIVDTPPHVAAGLKDPVPSGFSAGEVLIPLADEYDPMFPNDYEKVVKRQREERQRQRELERQKEIEEREKRRKDRHEASGFARRPDPDSDEDEDYERERRKRSMGGAAIAPPTSLVEKDKELPRDFPYEEDSRPRSQSSKAAIPPPVYEEQDRPRSPTGPSNSFLANMGGTVAHKIMQKYGFREGQGLGKHEQGLSTALSVEKTSKRGGKIIVGDATEKDASKKSDSNPLTEIL.... Result: 1 (the proteins interact). (7) Protein 2 (ENSG00000007866) has sequence IASNSWNASSSPGEAREDGPEGLDKGLDNDAEGVWSPDIEQSFQEALAIYPPCGRRKIILSDEGKMYGRNELIARYIKLRTGKTRTRKQVSSHIQVLARKKVREYQVGIKAMNLDQVSKDKALQSMASMSSAQIVSASVLQNKFSPPSPLPQAVFSTSSRFWSSPPLLGQQPGPSQDIKPFAQPAYPIQPPLPPTLSSYEPLAPLPSAAASVPVWQDRTIASSRLRLLEYSAFMEVQRDPDTYSKHLFVHIGQTNPAFSDPPLEAVDVRQIYDKFPEKKGGLKELYEKGPPNAFFLVKFW.... Protein 1 (ENSG00000122592) has sequence MSSSYYVNALFSKYTAGASLFQNAEPTSCSFAPNSQRSGYGAGAGAFASTVPGLYNVNSPLYQSPFASGYGLGADAYGNLPCASYDQNIPGLCSDLAKGACDKTDEGALHGAAEANFRIYPWMRSSGPDRKRGRQTYTRYQTLELEKEFHFNRYLTRRRRIEIAHALCLTERQIKIWFQNRRMKWKKEHKDEGPTAAAAPEGAVPSAAATAAADKADEEDDDEEEEDEEE*MSSSYYVNALFSKYTAGASLFQNAEPTSCS. Result: 0 (the proteins do not interact). (8) Protein 1 (ENSG00000126214) has sequence MYDNMSTMVYIKEDKLEKLTQDEIISKTKQVIQGLEALKNEHNSILQSLLETLKCLKKDDESNLVEEKSNMIRKSLEMLELGLSEAQVMMALSNHLNAVESEKQKLRAQVRRLCQENQWLRDELANTQQKLQKSEQSVAQLEEEKKHLEFMNQLKKYDDDISPSEDKDTDSTKEPLDDLFPNDEDDPGQGIQQQHSSAAAAAQQGGYEIPARLRTLHNLVIQYASQGRYEVAVPLCKQALEDLEKTSGHDHPDVATMLNILALVYRDQNKYKDAANLLNDALAIREKTLGKDHPAVAATL.... Protein 2 (ENSG00000138834) has sequence MMEIQMDEGGGVVVYQDDYCSGSVMSERVSGLAGSIYREFERLIHCYDEEVVKELMPLVVNVLENLDSVLSENQEHEVELELLREDNEQLLTQYEREKALRRQAEEKFIEFEDALEQEKKELQIQVEHYEFQTRQLELKAKNYADQISRLEERESEMKKEYNALHQRHTEMIQTYVEHIERSKMQQVGGNSQTESSLPGRRKERPTSLNVFPLADGTVRAQIGGKLVPAGDHWHLSDLGQLQSSSSYQCPQDEMSESGQSSAAATPSTTGTKSNTPTSSVPSAAVTPLNESLQPLGDYGV.... Result: 1 (the proteins interact). (9) Protein 1 (ENSG00000133103) has sequence MAEGSGEVVAVSATGAANGLNNGAGGTSATTCNPLSRKLHKILETRLDNDKELGILLLSFSWLLFEDSVRDSRRC*MAEGSGEVVAVSATGAANGLNNGAGGTSATTCNPLSRKLHKILETRLDNDKEMLEALKALSTFFVENSLRTRRNLRGDIERKSLAINEEFVSIFKEVKEELESISEDVQAMSNCCQDMTSRLQAAKEQTQDLIVKTTKLQSESQKLEIRAQVADAFLSKFQLTSDEMSLLRGTREGPITEDFFKALGRVKQIHNDVKVLLRTNQQTAGLEIMEQMALLQETAYE.... Protein 2 (ENSG00000188011) has sequence MDRAGADMWASTFTLAMAERKPQDVWVLLPEHSLVPGCLDGGGVQYLLVGLSRLQCGHCPGTWDSAHVHVLFHLWWDRASHRGLVKMRIWGQRCRLCPAPGDCQVRPPGEQPFLSRLVLHILQDCYGDGPGPARHPREAYEGCCEACELGVCFLQKAPDPAWSANATKGNFPATAWGGTGTVSRGKPLSTPGDDLGKGGVVIAIPFSLVGTSNDQVPIAEGPAPPAGASLPVTGSCEALVIGQGSIFLSGDSVAMPGGKGFPVAIGDPLFHGPGLLGSSIQTFELKGFLFKGRGSLCSPV.... Result: 1 (the proteins interact). (10) Protein 1 (ENSG00000196220) has sequence MSSQTKFKKDKEIIAEYEAQIKEIRTQLVEQFKCLEQQSESRLQLLQDLQEFFRRKAEIELEYSRSLEKLAERFSSKIRSSREHQFKKDQYLLSPVNCWYLVLHQTRRESRDHATLNDIFMNNVIVRLSQISEDVIRLFKKSKEIGLQMHEELLKVTNELYTVMKTYHMYHAESISAESKLKEAEKQEEKQFNKSGDLSMNLLRHEDRPQRRSSVKKIEKMKEKRQAKYSENKLKCTKARNDYLLNLAATNAAISKYYIHDVSDLIDCCDLGFHASLARTFRTYLSAEYNLETSRHEGLD.... Protein 2 (ENSG00000268500) has sequence MLPLLLLPLLWGGSLQEKPVYELQVQKSVTVQEGLCVLVPCSFSYPWRSWYSSPPLYVYWFRDGEIPYYAEVVATNNPDRRVKPETQGRFRLLGDVQKKNCSLSIGDARMEDTGSYFFRVERGRDVKYSYQQNKLNLEVTALIEKPDIHFLEPLESGRPTRLSCSLPGSCEAGPPLTFSWTGNALSPLDPETTRSSELTLTPRPEDHGTNLTCQMKRQGAQVTTERTVQLNVSYAPQTITIFRNGIALEILQNTSYLPVLEGQALRLLCDAPSNPPAHLSWFQGSPALNATPISNTGILE.... Result: 0 (the proteins do not interact).